The task is: Predict the reactants needed to synthesize the given product.. This data is from Full USPTO retrosynthesis dataset with 1.9M reactions from patents (1976-2016). (1) Given the product [OH:19][CH2:18][C:4]1[N:5]=[C:6]([C:8]2[CH:13]=[CH:12][C:11]([C:14]([F:17])([F:16])[F:15])=[CH:10][CH:9]=2)[S:7][C:3]=1[CH2:2][S:20][C:21]1[CH:26]=[CH:25][C:24]([OH:27])=[CH:23][CH:22]=1, predict the reactants needed to synthesize it. The reactants are: O[CH2:2][C:3]1[S:7][C:6]([C:8]2[CH:13]=[CH:12][C:11]([C:14]([F:17])([F:16])[F:15])=[CH:10][CH:9]=2)=[N:5][C:4]=1[CH2:18][OH:19].[SH:20][C:21]1[CH:26]=[CH:25][C:24]([OH:27])=[CH:23][CH:22]=1.CS(O)(=O)=O.C(OCC)(=O)C. (2) Given the product [CH:19]1([NH:26][C:3]([C:5]2[O:9][N:8]=[C:7]([C:10]3[CH:15]=[CH:14][CH:13]=[CH:12][CH:11]=3)[C:6]=2[N+:16]([O-:18])=[O:17])=[O:4])[CH2:25][CH2:24][CH2:23][CH2:22][CH2:21][CH2:20]1, predict the reactants needed to synthesize it. The reactants are: CO[C:3]([C:5]1[O:9][N:8]=[C:7]([C:10]2[CH:15]=[CH:14][CH:13]=[CH:12][CH:11]=2)[C:6]=1[N+:16]([O-:18])=[O:17])=[O:4].[CH:19]1([NH2:26])[CH2:25][CH2:24][CH2:23][CH2:22][CH2:21][CH2:20]1.